From a dataset of Catalyst prediction with 721,799 reactions and 888 catalyst types from USPTO. Predict which catalyst facilitates the given reaction. (1) Reactant: F[C:2]1[CH:7]=[CH:6][CH:5]=[CH:4][C:3]=1[N+:8]([O-:10])=[O:9].[CH:11]1([NH2:14])[CH2:13][CH2:12]1.C(N(CC)CC)C.O. Product: [CH:11]1([NH:14][C:2]2[CH:7]=[CH:6][CH:5]=[CH:4][C:3]=2[N+:8]([O-:10])=[O:9])[CH2:13][CH2:12]1. The catalyst class is: 115. (2) Reactant: [Br:1][C:2]1[CH:3]=[C:4]2[CH:10]=[CH:9][NH:8][C:5]2=[N:6][CH:7]=1.[I:11]N1C(=O)CCC1=O. Product: [Br:1][C:2]1[CH:3]=[C:4]2[C:10]([I:11])=[CH:9][NH:8][C:5]2=[N:6][CH:7]=1. The catalyst class is: 21. (3) Reactant: [NH2:1][CH:2]([C:4]1[CH:9]=[C:8]([CH:10]=[CH2:11])[C:7]([NH:12][S:13]([CH3:16])(=[O:15])=[O:14])=[C:6]([F:17])[CH:5]=1)[CH3:3].[C:18]([C:22]1[CH:27]=[CH:26][C:25]([CH:28]=[CH:29][C:30](O)=[O:31])=[C:24](NCCC(C)C)[CH:23]=1)([CH3:21])([CH3:20])[CH3:19].CCOC(OC(OCC)=O)=O. Product: [C:18]([C:22]1[CH:23]=[CH:24][C:25]([CH:28]=[CH:29][C:30]([NH:1][C@@H:2]([C:4]2[CH:9]=[C:8]([CH:10]=[CH2:11])[C:7]([NH:12][S:13]([CH3:16])(=[O:15])=[O:14])=[C:6]([F:17])[CH:5]=2)[CH3:3])=[O:31])=[CH:26][CH:27]=1)([CH3:21])([CH3:19])[CH3:20]. The catalyst class is: 3. (4) Reactant: [Cl:1][C:2]1[N:7]=[CH:6][C:5]([OH:8])=[CH:4][N:3]=1.Br[C:10]([F:17])([F:16])C(OCC)=O.C(=O)([O-])[O-].[Cs+].[Cs+].O. Product: [Cl:1][C:2]1[N:7]=[CH:6][C:5]([O:8][CH:10]([F:17])[F:16])=[CH:4][N:3]=1. The catalyst class is: 3. (5) Reactant: CO[C:3]([C:5]1[C:6]([OH:29])=[C:7]2[C:12](=[CH:13][N:14]=1)[N:11]([CH2:15][C:16]1[CH:21]=[CH:20][CH:19]=[CH:18][CH:17]=1)[C:10](=[O:22])[C:9]([C:23]1[CH:28]=[CH:27][CH:26]=[CH:25][CH:24]=1)=[CH:8]2)=[O:4].Cl.[NH2:31][CH2:32][CH2:33][N:34]([CH3:39])[S:35]([CH3:38])(=[O:37])=[O:36].C[O-].[Na+]. Product: [CH3:38][S:35]([N:34]([CH3:39])[CH2:33][CH2:32][NH:31][C:3]([C:5]1[C:6]([OH:29])=[C:7]2[C:12](=[CH:13][N:14]=1)[N:11]([CH2:15][C:16]1[CH:17]=[CH:18][CH:19]=[CH:20][CH:21]=1)[C:10](=[O:22])[C:9]([C:23]1[CH:24]=[CH:25][CH:26]=[CH:27][CH:28]=1)=[CH:8]2)=[O:4])(=[O:37])=[O:36]. The catalyst class is: 14. (6) Reactant: [OH:1][CH2:2][C@:3]12[CH2:10][C@H:9]([NH:11][C:12](=[O:18])[O:13][C:14]([CH3:17])([CH3:16])[CH3:15])[CH2:8][C@H:4]1[O:5][CH2:6][CH2:7]2.CC(C)=[O:21].CC(C)=O.OS(O)(=O)=O.O=[Cr](=O)=O.C(O)(C)C. Product: [C:14]([O:13][C:12]([NH:11][C@@H:9]1[CH2:8][C@H:4]2[O:5][CH2:6][CH2:7][C@@:3]2([C:2]([OH:21])=[O:1])[CH2:10]1)=[O:18])([CH3:15])([CH3:17])[CH3:16]. The catalyst class is: 6. (7) Reactant: [Br:1]N1C(=O)CCC1=O.[CH2:9]([O:11][C:12]([C:14]1[NH:15][C:16]2[C:21]([CH:22]=1)=[CH:20][C:19]([Cl:23])=[CH:18][CH:17]=2)=[O:13])[CH3:10]. Product: [CH2:9]([O:11][C:12]([C:14]1[NH:15][C:16]2[C:21]([C:22]=1[Br:1])=[CH:20][C:19]([Cl:23])=[CH:18][CH:17]=2)=[O:13])[CH3:10]. The catalyst class is: 9. (8) Reactant: Cl.[CH2:2]([N:4]1[N:8]=[N:7][C:6]([CH2:9][N:10]2[C:15]3[CH:16]=[C:17]([C:19]4[CH:24]=[CH:23][CH:22]=[CH:21][CH:20]=4)[S:18][C:14]=3[C:13](=[O:25])[N:12]([CH:26]3[CH2:31][CH2:30][NH:29][CH2:28][CH2:27]3)[C:11]2=[O:32])=[N:5]1)[CH3:3].[CH3:33][O:34][C:35]1[C:36]([O:58][CH3:59])=[CH:37][C:38]2[C@H:39]3[CH2:57][S:56][CH2:55][CH2:54][C@H:40]3[N:41]=[C:42]([C:45]3[CH:53]=[CH:52][C:48]([C:49](O)=[O:50])=[CH:47][CH:46]=3)[C:43]=2[CH:44]=1.CN(C(ON1N=NC2C=CC=CC1=2)=[N+](C)C)C.F[P-](F)(F)(F)(F)F.CCN(C(C)C)C(C)C.C(=O)(O)[O-].[Na+]. Product: [CH3:33][O:34][C:35]1[C:36]([O:58][CH3:59])=[CH:37][C:38]2[C@H:39]3[CH2:57][S:56][CH2:55][CH2:54][C@H:40]3[N:41]=[C:42]([C:45]3[CH:46]=[CH:47][C:48]([C:49]([N:29]4[CH2:30][CH2:31][CH:26]([N:12]5[C:13](=[O:25])[C:14]6[S:18][C:17]([C:19]7[CH:24]=[CH:23][CH:22]=[CH:21][CH:20]=7)=[CH:16][C:15]=6[N:10]([CH2:9][C:6]6[N:7]=[N:8][N:4]([CH2:2][CH3:3])[N:5]=6)[C:11]5=[O:32])[CH2:27][CH2:28]4)=[O:50])=[CH:52][CH:53]=3)[C:43]=2[CH:44]=1. The catalyst class is: 2. (9) Reactant: [H-].[Al+3].[Li+].[H-].[H-].[H-].[CH2:7]([NH:9][C:10]1[N:11]=[C:12]([S:21][CH3:22])[N:13]=[N:14][C:15]=1[C:16](OCC)=[O:17])[CH3:8].S([O-])([O-])(=O)=O.[NH4+].[NH4+]. Product: [CH2:7]([NH:9][C:10]1[N:11]=[C:12]([S:21][CH3:22])[N:13]=[N:14][C:15]=1[CH2:16][OH:17])[CH3:8]. The catalyst class is: 1.